Dataset: NCI-60 drug combinations with 297,098 pairs across 59 cell lines. Task: Regression. Given two drug SMILES strings and cell line genomic features, predict the synergy score measuring deviation from expected non-interaction effect. (1) Drug 1: CC1=CC=C(C=C1)C2=CC(=NN2C3=CC=C(C=C3)S(=O)(=O)N)C(F)(F)F. Drug 2: C(=O)(N)NO. Cell line: NCI-H522. Synergy scores: CSS=1.54, Synergy_ZIP=-1.38, Synergy_Bliss=-1.00, Synergy_Loewe=-9.05, Synergy_HSA=-0.890. (2) Drug 1: CC1=C2C(C(=O)C3(C(CC4C(C3C(C(C2(C)C)(CC1OC(=O)C(C(C5=CC=CC=C5)NC(=O)OC(C)(C)C)O)O)OC(=O)C6=CC=CC=C6)(CO4)OC(=O)C)O)C)O. Drug 2: C(CCl)NC(=O)N(CCCl)N=O. Cell line: BT-549. Synergy scores: CSS=32.1, Synergy_ZIP=-6.77, Synergy_Bliss=-5.05, Synergy_Loewe=-66.8, Synergy_HSA=-3.11. (3) Drug 1: C1=NC2=C(N=C(N=C2N1C3C(C(C(O3)CO)O)F)Cl)N. Drug 2: CCC1(C2=C(COC1=O)C(=O)N3CC4=CC5=C(C=CC(=C5CN(C)C)O)N=C4C3=C2)O.Cl. Cell line: NCIH23. Synergy scores: CSS=45.4, Synergy_ZIP=-4.92, Synergy_Bliss=-0.265, Synergy_Loewe=-2.67, Synergy_HSA=2.30.